This data is from Full USPTO retrosynthesis dataset with 1.9M reactions from patents (1976-2016). The task is: Predict the reactants needed to synthesize the given product. (1) Given the product [Br:10][CH:11]([C:15]1[CH:20]=[C:19]([CH3:21])[N:18]=[C:17]([CH3:1])[N:16]=1)[C:12](=[O:14])[CH3:13], predict the reactants needed to synthesize it. The reactants are: [CH3:1]C1N=C(C)C=C(C)N=1.[Br:10][CH:11]([C:15]1[CH:20]=[C:19]([CH3:21])[N:18]=[C:17](SC)[N:16]=1)[C:12](=[O:14])[CH3:13].CC1C=C(C)N=C(SC)N=1. (2) Given the product [CH2:21]([O:23][C:24]([C:26]1[O:27][C:28]([CH2:31][N:4]2[C:3]([CH2:2][OH:1])=[CH:7][N:6]=[CH:5]2)=[CH:29][CH:30]=1)=[O:25])[CH3:22], predict the reactants needed to synthesize it. The reactants are: [OH:1][CH2:2][C:3]1[N:4]=[CH:5][NH:6][C:7]=1C.COC(=O)C1C=CC(CBr)=CC=1.[CH2:21]([O:23][C:24]([C:26]1[O:27][C:28]([CH2:31]Cl)=[CH:29][CH:30]=1)=[O:25])[CH3:22].